Predict the product of the given reaction. From a dataset of Forward reaction prediction with 1.9M reactions from USPTO patents (1976-2016). (1) Given the reactants [CH:1]1[C:10]2[CH2:9][CH2:8][CH2:7][CH2:6][C:5]=2[CH:4]=[C:3](O)[N:2]=1.O=P(Cl)(Cl)[Cl:14].C(=O)(O)[O-].[Na+], predict the reaction product. The product is: [Cl:14][C:3]1[N:2]=[CH:1][C:10]2[CH2:9][CH2:8][CH2:7][CH2:6][C:5]=2[CH:4]=1. (2) Given the reactants C1(N)C(F)=C(F)C(F)=C(N)C=1F.Cl.Cl.[NH2:15][CH2:16][CH2:17][CH2:18][N:19]1[CH2:23][CH:22]([C:24]2[C:33]3[C:28](=[CH:29][CH:30]=[C:31]([O:34][CH3:35])[N:32]=3)[N:27]=[CH:26][CH:25]=2)[O:21][C:20]1=[O:36].C(N(CC)CC)C.[O:44]=[C:45]1[CH2:50][S:49][C:48]2[CH:51]=[CH:52][C:53]([CH:55]=O)=[N:54][C:47]=2[NH:46]1.[BH4-].[Na+], predict the reaction product. The product is: [CH3:35][O:34][C:31]1[N:32]=[C:33]2[C:28](=[CH:29][CH:30]=1)[N:27]=[CH:26][CH:25]=[C:24]2[CH:22]1[O:21][C:20](=[O:36])[N:19]([CH2:18][CH2:17][CH2:16][NH:15][CH2:55][C:53]2[CH:52]=[CH:51][C:48]3[S:49][CH2:50][C:45](=[O:44])[NH:46][C:47]=3[N:54]=2)[CH2:23]1. (3) Given the reactants [CH3:1][O:2][C:3]1[CH:4]=[C:5]2[C:9](=[CH:10][CH:11]=1)[N:8]([CH2:12][C:13]1[CH:14]=[C:15]([CH:20]=[CH:21][CH:22]=1)[C:16]([O:18]C)=[O:17])[C:7]([C:23]1[CH:28]=[CH:27][CH:26]=[CH:25][CH:24]=1)=[CH:6]2.[OH-].[Na+].Cl, predict the reaction product. The product is: [CH3:1][O:2][C:3]1[CH:4]=[C:5]2[C:9](=[CH:10][CH:11]=1)[N:8]([CH2:12][C:13]1[CH:14]=[C:15]([CH:20]=[CH:21][CH:22]=1)[C:16]([OH:18])=[O:17])[C:7]([C:23]1[CH:28]=[CH:27][CH:26]=[CH:25][CH:24]=1)=[CH:6]2.